This data is from Reaction yield outcomes from USPTO patents with 853,638 reactions. The task is: Predict the reaction yield, written as a fraction of the theoretical maximum amount of product (1.0 means a 100% yield; for example, 0.34 means a 34% yield). (1) The reactants are O[C:2]1([C:30]2[CH:35]=[CH:34][CH:33]=[CH:32][CH:31]=2)[C:6]2[C:7]([CH3:27])=[C:8]([N:13]3[CH2:18][CH2:17][N:16]([C:19]4[CH:24]=[CH:23][C:22]([O:25][CH3:26])=[CH:21][CH:20]=4)[CH2:15][CH2:14]3)[C:9]([CH3:12])=[C:10]([CH3:11])[C:5]=2[O:4][C:3]1([CH3:29])[CH3:28]. The yield is 0.840. The catalyst is CO. The product is [CH3:28][C:3]1([CH3:29])[CH:2]([C:30]2[CH:31]=[CH:32][CH:33]=[CH:34][CH:35]=2)[C:6]2[C:7]([CH3:27])=[C:8]([N:13]3[CH2:14][CH2:15][N:16]([C:19]4[CH:20]=[CH:21][C:22]([O:25][CH3:26])=[CH:23][CH:24]=4)[CH2:17][CH2:18]3)[C:9]([CH3:12])=[C:10]([CH3:11])[C:5]=2[O:4]1. (2) The reactants are C([O:8][C:9]1[C:14]([Cl:15])=[CH:13][C:12]([C:16]2[C:24]3[C:23]([OH:25])=[C:22]([C:26]#[N:27])[C:21](=[O:28])[NH:20][C:19]=3[S:18][CH:17]=2)=[CH:11][C:10]=1[Cl:29])C1C=CC=CC=1. The catalyst is Br.CC(O)=O. The product is [Cl:29][C:10]1[CH:11]=[C:12]([C:16]2[C:24]3[C:23]([OH:25])=[C:22]([C:26]#[N:27])[C:21](=[O:28])[NH:20][C:19]=3[S:18][CH:17]=2)[CH:13]=[C:14]([Cl:15])[C:9]=1[OH:8]. The yield is 0.660. (3) The product is [C:13]([O:1][C:2]1[CH:9]=[CH:8][C:5]([CH:6]=[O:7])=[CH:4][C:3]=1[O:10][CH3:11])([CH3:15])([CH3:14])[CH3:12]. The catalyst is ClCCl.C(S([O-])(=O)=O)(F)(F)F.C(S([O-])(=O)=O)(F)(F)F.C(S([O-])(=O)=O)(F)(F)F.[Sc+3]. The reactants are [OH:1][C:2]1[CH:9]=[CH:8][C:5]([CH:6]=[O:7])=[CH:4][C:3]=1[O:10][CH3:11].[CH3:12][C:13](OC(OC(O[C:13]([CH3:15])([CH3:14])[CH3:12])=O)=O)([CH3:15])[CH3:14].O. The yield is 0.190.